This data is from Peptide-MHC class I binding affinity with 185,985 pairs from IEDB/IMGT. The task is: Regression. Given a peptide amino acid sequence and an MHC pseudo amino acid sequence, predict their binding affinity value. This is MHC class I binding data. (1) The peptide sequence is WILTHTLYR. The binding affinity (normalized) is 0.0847. The MHC is HLA-A02:01 with pseudo-sequence HLA-A02:01. (2) The peptide sequence is HEYPVGSQL. The MHC is Patr-B2401 with pseudo-sequence Patr-B2401. The binding affinity (normalized) is 0.